From a dataset of Peptide-MHC class II binding affinity with 134,281 pairs from IEDB. Regression. Given a peptide amino acid sequence and an MHC pseudo amino acid sequence, predict their binding affinity value. This is MHC class II binding data. (1) The peptide sequence is LNFTGPCKGDSVTIK. The MHC is HLA-DPA10201-DPB10101 with pseudo-sequence HLA-DPA10201-DPB10101. The binding affinity (normalized) is 0.0650. (2) The peptide sequence is KKSGITEVDRTEAKEGL. The MHC is DRB1_1101 with pseudo-sequence DRB1_1101. The binding affinity (normalized) is 0.476.